From a dataset of Forward reaction prediction with 1.9M reactions from USPTO patents (1976-2016). Predict the product of the given reaction. (1) Given the reactants [Li+].[OH-].C([O:5][C:6]([CH:8]1[C:16]2[C:11](=[CH:12][C:13]([N:17]3[C:21]4=[N:22][CH:23]=[CH:24][CH:25]=[C:20]4[N:19]=[CH:18]3)=[CH:14][CH:15]=2)[CH2:10][CH2:9]1)=[O:7])C.[OH-].[Na+].Cl, predict the reaction product. The product is: [N:19]1[C:20]2[C:21](=[N:22][CH:23]=[CH:24][CH:25]=2)[N:17]([C:13]2[CH:12]=[C:11]3[C:16](=[CH:15][CH:14]=2)[CH:8]([C:6]([OH:7])=[O:5])[CH2:9][CH2:10]3)[CH:18]=1. (2) Given the reactants [NH2:1][C:2]1[C:7](Cl)=[N:6][CH:5]=[CH:4][N:3]=1.[CH:9]1([NH2:12])[CH2:11][CH2:10]1.C[Si]([N-][Si](C)(C)C)(C)C.[Li+].O1CCCC1, predict the reaction product. The product is: [CH:9]1([NH:12][C:7]2[C:2]([NH2:1])=[N:3][CH:4]=[CH:5][N:6]=2)[CH2:11][CH2:10]1.